From a dataset of Peptide-MHC class II binding affinity with 134,281 pairs from IEDB. Regression. Given a peptide amino acid sequence and an MHC pseudo amino acid sequence, predict their binding affinity value. This is MHC class II binding data. The peptide sequence is PVGFFTALAVLIECH. The MHC is H-2-IAb with pseudo-sequence H-2-IAb. The binding affinity (normalized) is 0.365.